From a dataset of Peptide-MHC class I binding affinity with 185,985 pairs from IEDB/IMGT. Regression. Given a peptide amino acid sequence and an MHC pseudo amino acid sequence, predict their binding affinity value. This is MHC class I binding data. (1) The peptide sequence is NSINNQLMY. The MHC is HLA-A33:01 with pseudo-sequence HLA-A33:01. The binding affinity (normalized) is 0. (2) The binding affinity (normalized) is 0.912. The peptide sequence is MEGVFHTMW. The MHC is HLA-B44:03 with pseudo-sequence HLA-B44:03. (3) The peptide sequence is TFNSLNTDDY. The MHC is HLA-A11:01 with pseudo-sequence HLA-A11:01. The binding affinity (normalized) is 0.148. (4) The peptide sequence is IYTVIYYIF. The MHC is HLA-A26:01 with pseudo-sequence HLA-A26:01. The binding affinity (normalized) is 0.0847. (5) The peptide sequence is YGPDVEVNV. The MHC is HLA-B27:03 with pseudo-sequence HLA-B27:03. The binding affinity (normalized) is 0.0847. (6) The peptide sequence is GLKELGDWV. The MHC is HLA-A02:03 with pseudo-sequence HLA-A02:03. The binding affinity (normalized) is 0.936. (7) The peptide sequence is EIINNGISY. The MHC is HLA-B08:02 with pseudo-sequence HLA-B08:02. The binding affinity (normalized) is 0.0847. (8) The peptide sequence is SLVIVTTFV. The MHC is HLA-B45:01 with pseudo-sequence HLA-B45:01. The binding affinity (normalized) is 0.0302. (9) The peptide sequence is EPIVGAETFY. The MHC is HLA-B35:01 with pseudo-sequence HLA-B35:01. The binding affinity (normalized) is 0.221.